This data is from Peptide-MHC class I binding affinity with 185,985 pairs from IEDB/IMGT. The task is: Regression. Given a peptide amino acid sequence and an MHC pseudo amino acid sequence, predict their binding affinity value. This is MHC class I binding data. (1) The peptide sequence is NLPIYSEEI. The MHC is HLA-A02:01 with pseudo-sequence HLA-A02:01. The binding affinity (normalized) is 0.612. (2) The peptide sequence is APRRRDEEL. The MHC is HLA-B40:01 with pseudo-sequence HLA-B40:01. The binding affinity (normalized) is 0.0847.